From a dataset of Experimentally validated miRNA-target interactions with 360,000+ pairs, plus equal number of negative samples. Binary Classification. Given a miRNA mature sequence and a target amino acid sequence, predict their likelihood of interaction. (1) The miRNA is hsa-miR-4475 with sequence CAAGGGACCAAGCAUUCAUUAU. The protein sequence of the target gene is MAETSLLEAGASAASTAAALENLQVEASCSVCLEYLKEPVIIECGHNFCKACITRWWEDLERDFPCPVCRKTSRYRSLRPNRQLGSMVEIAKQLQTVKRKIRDESLCSQHHEPLSLFCYEDQEAVCLICAISHTHRPHTVVPMDDATQEYKEKLQKCLEPLEQKLQEITCCKASEEKKPGELKRLVESRRQQILKEFEELHRRLDEEQQTLLSRLEEEEQDILQRLRENAAHLGDRRRDLAHLAAEVEGKCLQSGFEMLKDVKSTLEKCEKVKTMEVTSVSIELEKNFSNFPRQYFALRK.... Result: 0 (no interaction). (2) The miRNA is mmu-miR-297a-5p with sequence AUGUAUGUGUGCAUGUGCAUGU. The protein sequence of the target gene is MADQIPLYPVRSAGAAASHRRAAYYSSAGPGPGADRRGRYQLEDESAHLDEMPLMMSEEGFENDESDYHTLPRARITRRKRGLEWFVCGGWKFLCTSCCDWLINVCQRKKELKARTVWLGCPEKCEEKHPRNSIKNQKYNVFTFIPGVLYEQFKFFLNLYFLVVSCSQFVPALKIGYLYTYWAPLGFVLAVTIAREAIDEFRRFQRDKEMNSQLYSKLTVRGKVQVKSSDIQVGDLIIVEKNQRIPSDMVFLRTSEKAGSCFIRTDQLDGETDWKLKVAVSCTQRLPALGDLFSISAYVY.... Result: 0 (no interaction). (3) The miRNA is ath-miR859 with sequence UCUCUCUGUUGUGAAGUCAAA. The protein sequence of the target gene is MGQGLWRVVRNQQLQQEGYSEQGYLTREQSRRMAASNISNTNHRKQVQGGIDIYHLLKARKSKEQEGFINLEMLPPELSFTILSYLNATDLCLASCVWQDLANDELLWQGLCKSTWGHCSIYNKNPPLGFSFRKLYMQLDEGSLTFNANPDEGVNYFMSKGILDDSPKEIAKFIFCTRTLNWKKLRIYLDERRDVLDDLVTLHNFRNQFLPNALREFFRHIHAPEERGEYLETLITKFSHRFCACNPDLMRELGLSPDAVYVLCYSLILLSIDLTSPHVKNKMSKREFIRNTRRAAQNIS.... Result: 0 (no interaction). (4) The miRNA is hsa-miR-186-5p with sequence CAAAGAAUUCUCCUUUUGGGCU. The protein sequence of the target gene is MSFLFSSRSSKTFKPKKNIPEGSHQYELLKHAEATLGSGNLRQAVMLPEGEDLNEWIAVNTVDFFNQINMLYGTITEFCTEASCPVMSAGPRYEYHWADGTNIKKPIKCSAPKYIDYLMTWVQDQLDDETLFPSKIGVPFPKNFMSVAKTILKRLFRVYAHIYHQHFDSVMQLQEEAHLNTSFKHFIFFVQEFNLIDRRELAPLQELIEKLGSKDR. Result: 1 (interaction). (5) Result: 0 (no interaction). The protein sequence of the target gene is MPDENIFLFVPNLIGYARIVFAIISFYFMPCCPLTASSFYLLSGLLDAFDGHAARALNQGTRFGAMLDMLTDRCSTMCLLVNLALLYPGATLFFQISMSLDVASHWLHLHSSVVRGSESHKMIDLSGNPVLRIYYTSRPALFTLCAGNELFYCLLYLFHFSEGPLVGSVGLFRMGLWVTAPIALLKSLISVIHLITAARNMAALDAADRAKKK. The miRNA is hsa-miR-622 with sequence ACAGUCUGCUGAGGUUGGAGC. (6) The miRNA is hsa-miR-6133 with sequence UGAGGGAGGAGGUUGGGUA. The protein sequence of the target gene is MVLESVVADLLNRFLGDYVENLNKSQLKLGIWGGNVALDNLQIKENALSELDVPFKVKAGQIDKLTLKIPWKNLYGEAVVATLEGLYLLVVPGASIKYDAEKEEKSLQDIKQKELCRIEEALQKAAEKGAHSGEFMYGLENLLYKDVKPGRKRKKHKKHFKKRFKGLDRSKDKPKEAKKDTFLEKLATQVIKNVQVKITDIHIKYEDDITDPERPLSFGVTLREFSLLTTNEHWTPCILNEAEKIIYKLVKLDSLSAYWNVGCCMSYRGSREHILEQLKREILTSTNIPPDHQYIFQPIS.... Result: 0 (no interaction). (7) The miRNA is mmu-miR-3109-3p with sequence UAGGGCCAUCUCAUCCAGAUA. The protein sequence of the target gene is MENYNQTSTDFILLGLFPQSRIGLFVFTLIFLIFLMALIGNLSMILLIFLDIHLHTPMYFLLSQLSLIDLNYISTIVPKMVYDFLYGNKSISFTGCGIQSFFFLTLAVAEGLLLTSMAYDRYVAICFPLHYPIRISKRVCVMMITGSWMISSINSCAHTVYALCIPYCKSRAINHFFCDVPAMLTLACTDTWVYESTVFLSSTIFLVLPFTGIACSYGRVLLAVYRMHSAEGRKKAYSTCSTHLTVVSFYYAPFAYTYVRPRSLRSPTEDKILAVFYTILTPMLNPIIYSLRNKEVMGAL.... Result: 0 (no interaction).